From a dataset of Full USPTO retrosynthesis dataset with 1.9M reactions from patents (1976-2016). Predict the reactants needed to synthesize the given product. (1) The reactants are: [CH3:1][C:2]1([CH3:12])[C:11]2[C:6](=[CH:7][CH:8]=[CH:9][CH:10]=2)[CH2:5][NH:4][CH2:3]1.C(N(CC)CC)C.[C:20](Cl)(=[O:22])[CH3:21]. Given the product [CH3:1][C:2]1([CH3:12])[C:11]2[C:6](=[CH:7][CH:8]=[CH:9][CH:10]=2)[CH2:5][N:4]([C:20](=[O:22])[CH3:21])[CH2:3]1, predict the reactants needed to synthesize it. (2) Given the product [Br:1][C:9]1[C:10]([O:12][CH3:13])=[CH:11][C:4]([F:3])=[C:5]([CH:8]=1)[CH:6]=[O:7], predict the reactants needed to synthesize it. The reactants are: [Br:1]Br.[F:3][C:4]1[CH:11]=[C:10]([O:12][CH3:13])[CH:9]=[CH:8][C:5]=1[CH:6]=[O:7].S([O-])(O)=O.[Na+].O.